From a dataset of Peptide-MHC class II binding affinity with 134,281 pairs from IEDB. Regression. Given a peptide amino acid sequence and an MHC pseudo amino acid sequence, predict their binding affinity value. This is MHC class II binding data. (1) The peptide sequence is VLIWVGINTRNMTMSK. The MHC is DRB1_0404 with pseudo-sequence DRB1_0404. The binding affinity (normalized) is 0.531. (2) The peptide sequence is MSFVTTQPEALAAAA. The MHC is HLA-DPA10103-DPB10401 with pseudo-sequence HLA-DPA10103-DPB10401. The binding affinity (normalized) is 0.376. (3) The peptide sequence is EKKYMAATQFEPLAA. The MHC is HLA-DQA10501-DQB10201 with pseudo-sequence HLA-DQA10501-DQB10201. The binding affinity (normalized) is 0.305. (4) The peptide sequence is GKIILVAVHVASGYI. The MHC is HLA-DQA10501-DQB10301 with pseudo-sequence YNYHQRXFATVLHSLYFAYTYYDVRTETVHLETT. The binding affinity (normalized) is 0.106. (5) The binding affinity (normalized) is 0.488. The MHC is HLA-DPA10201-DPB11401 with pseudo-sequence HLA-DPA10201-DPB11401. The peptide sequence is IARLPQVASYVYRRI. (6) The peptide sequence is EKDVTDITVKNCVLK. The MHC is DRB1_0405 with pseudo-sequence DRB1_0405. The binding affinity (normalized) is 0.195.